From a dataset of Forward reaction prediction with 1.9M reactions from USPTO patents (1976-2016). Predict the product of the given reaction. (1) Given the reactants [CH:1]([C:3]1[O:7][C:6](B(O)O)=[CH:5][CH:4]=1)=[O:2].[I:11][C:12]1[CH:17]=[CH:16][CH:15]=[C:14](I)[CH:13]=1.C(=O)([O-])[O-].[Na+].[Na+].O, predict the reaction product. The product is: [I:11][C:12]1[CH:13]=[C:14]([C:6]2[O:7][C:3]([CH:1]=[O:2])=[CH:4][CH:5]=2)[CH:15]=[CH:16][CH:17]=1. (2) Given the reactants C[O-].[Na+].[O:4]1[CH:8]=[CH:7][C:6]([CH:9]=O)=[CH:5]1.[N+:11]([CH3:14])([O-:13])=[O:12].CCOCC, predict the reaction product. The product is: [N+:11]([CH:14]=[CH:9][C:6]1[CH:7]=[CH:8][O:4][CH:5]=1)([O-:13])=[O:12]. (3) Given the reactants [CH3:1][S:2]([C:5]1[CH:10]=[CH:9][C:8]([NH:11][C:12]2[C:17]([N+:18]([O-:20])=[O:19])=[C:16]([O:21][CH:22]3[CH2:27][CH2:26][NH:25][CH2:24][CH2:23]3)[N:15]=[CH:14][N:13]=2)=[CH:7][CH:6]=1)(=[O:4])=[O:3].[CH3:28][C:29]([CH3:35])([CH3:34])[CH2:30][C:31](Cl)=[O:32].C(N(CC)CC)C, predict the reaction product. The product is: [CH3:1][S:2]([C:5]1[CH:10]=[CH:9][C:8]([NH:11][C:12]2[N:13]=[CH:14][N:15]=[C:16]([O:21][CH:22]3[CH2:27][CH2:26][N:25]([C:31](=[O:32])[CH2:30][C:29]([CH3:35])([CH3:34])[CH3:28])[CH2:24][CH2:23]3)[C:17]=2[N+:18]([O-:20])=[O:19])=[CH:7][CH:6]=1)(=[O:4])=[O:3]. (4) Given the reactants [F:1][C@H:2]1[CH2:6][NH:5][C@H:4]([C:7]([NH:9][CH2:10][C:11]2[CH:16]=[C:15]([C:17]3[CH:18]=[N:19][C:20]([C:23]([F:26])([F:25])[F:24])=[N:21][CH:22]=3)[N:14]=[C:13]([CH3:27])[CH:12]=2)=[O:8])[CH2:3]1.C(N(CC)CC)C.[F:35][C:36]1[CH:41]=[CH:40][C:39]([S:42](Cl)(=[O:44])=[O:43])=[CH:38][CH:37]=1, predict the reaction product. The product is: [F:1][C@H:2]1[CH2:6][N:5]([S:42]([C:39]2[CH:40]=[CH:41][C:36]([F:35])=[CH:37][CH:38]=2)(=[O:44])=[O:43])[C@H:4]([C:7]([NH:9][CH2:10][C:11]2[CH:16]=[C:15]([C:17]3[CH:22]=[N:21][C:20]([C:23]([F:26])([F:25])[F:24])=[N:19][CH:18]=3)[N:14]=[C:13]([CH3:27])[CH:12]=2)=[O:8])[CH2:3]1. (5) Given the reactants BrC1C=CC=CC=1NC(=O)NC1C=C[C:14]([CH2:17][C:18]([OH:20])=[O:19])=[CH:13]C=1OC.CCN=C=N[CH2:29][CH2:30][CH2:31][N:32]([CH3:34])C.Cl.O.[CH2:37]1[CH2:41][O:40][CH2:39][CH2:38]1, predict the reaction product. The product is: [O:40]([C:41]1[CH:37]=[CH:38][CH:13]=[CH:14][C:17]=1[C:18]([O:20][N:32]1[CH2:31][CH2:30][CH2:29][CH2:34]1)=[O:19])[CH3:39]. (6) The product is: [CH3:1][O:2][C:3](=[O:27])[C:4]1[CH:9]=[C:8]([F:10])[C:7]([CH2:11][NH:12][CH:13]=[O:14])=[N:6][C:5]=1[NH:15][C:16]1[CH:21]=[CH:20][C:19]([Br:35])=[CH:18][C:17]=1[F:26]. Given the reactants [CH3:1][O:2][C:3](=[O:27])[C:4]1[CH:9]=[C:8]([F:10])[C:7]([CH2:11][NH:12][CH:13]=[O:14])=[N:6][C:5]=1[NH:15][C:16]1[CH:21]=[CH:20][C:19]([Si](C)(C)C)=[CH:18][C:17]=1[F:26].C1C(=O)N([Br:35])C(=O)C1, predict the reaction product. (7) Given the reactants Br.[CH:2]1([N:5]([C:13]2[N:18]3[N:19]=[CH:20][C:21]([CH:22]=[O:23])=[C:17]3[N:16]=[C:15](C3SC(CO)=CC=3)[CH:14]=2)C(=O)OC(C)(C)C)[CH2:4][CH2:3]1, predict the reaction product. The product is: [CH:2]1([NH:5][C:13]2[N:18]3[N:19]=[CH:20][C:21]([CH:22]=[O:23])=[C:17]3[N:16]=[CH:15][CH:14]=2)[CH2:3][CH2:4]1.